This data is from Reaction yield outcomes from USPTO patents with 853,638 reactions. The task is: Predict the reaction yield, written as a fraction of the theoretical maximum amount of product (1.0 means a 100% yield; for example, 0.34 means a 34% yield). The reactants are [C:1]([C:5]1[N:13]=[C:12]2[C:8]([N:9]=[CH:10][N:11]2[CH2:14][C:15]2[C:20]([Cl:21])=[CH:19][CH:18]=[CH:17][N:16]=2)=[C:7](Cl)[N:6]=1)([CH3:4])([CH3:3])[CH3:2].Cl.[F:24][C:25]([F:32])([F:31])[C:26]1([OH:30])[CH2:29][NH:28][CH2:27]1. No catalyst specified. The product is [C:1]([C:5]1[N:13]=[C:12]2[C:8]([N:9]=[CH:10][N:11]2[CH2:14][C:15]2[C:20]([Cl:21])=[CH:19][CH:18]=[CH:17][N:16]=2)=[C:7]([N:28]2[CH2:29][C:26]([C:25]([F:32])([F:31])[F:24])([OH:30])[CH2:27]2)[N:6]=1)([CH3:4])([CH3:3])[CH3:2]. The yield is 0.660.